This data is from Catalyst prediction with 721,799 reactions and 888 catalyst types from USPTO. The task is: Predict which catalyst facilitates the given reaction. Reactant: [C:1]([C:3]1[CH:8]=[CH:7][CH:6]=[CH:5][C:4]=1[S:9](Cl)(=[O:11])=[O:10])#[N:2].[CH3:13][NH:14][CH3:15].C(N(CC)CC)C. Product: [C:1]([C:3]1[CH:8]=[CH:7][CH:6]=[CH:5][C:4]=1[S:9]([N:14]([CH3:15])[CH3:13])(=[O:11])=[O:10])#[N:2]. The catalyst class is: 13.